From a dataset of Full USPTO retrosynthesis dataset with 1.9M reactions from patents (1976-2016). Predict the reactants needed to synthesize the given product. Given the product [Br:1][C:2]1[CH:3]=[C:4]2[N:14]=[CH:15][N:10]([CH:11]([CH3:13])[CH3:12])[C:5]2=[N:6][C:7]=1[CH2:8][CH3:9], predict the reactants needed to synthesize it. The reactants are: [Br:1][C:2]1[CH:3]=[C:4]([NH2:14])[C:5]([NH:10][CH:11]([CH3:13])[CH3:12])=[N:6][C:7]=1[CH2:8][CH3:9].[CH2:15](OC(OC(=O)C)OCC)C.